Dataset: Reaction yield outcomes from USPTO patents with 853,638 reactions. Task: Predict the reaction yield, written as a fraction of the theoretical maximum amount of product (1.0 means a 100% yield; for example, 0.34 means a 34% yield). (1) The reactants are [C:1]([CH2:3][C:4]([O:6][CH3:7])=[O:5])#[N:2].C(N(C(C)C)CC)(C)C.[CH2:17](Br)[C:18]([C:20]1[CH:25]=[CH:24][CH:23]=[CH:22][CH:21]=1)=[O:19]. The catalyst is O1CCCC1. The product is [C:1]([CH:3]([CH2:17][C:18]([C:20]1[CH:25]=[CH:24][CH:23]=[CH:22][CH:21]=1)=[O:19])[C:4]([O:6][CH3:7])=[O:5])#[N:2]. The yield is 0.950. (2) The reactants are O.N.Cl.C[N:5](C)CCCN=C=NCC.[S:15]1[CH:19]=[CH:18][C:17]2[C:20]([N:24]3[CH2:29][CH2:28][N:27]([CH2:30][CH2:31][CH2:32][O:33][CH:34]4[CH2:39][CH2:38][CH:37]([C:40](O)=[O:41])[CH2:36][CH2:35]4)[CH2:26][CH2:25]3)=[CH:21][CH:22]=[CH:23][C:16]1=2. The catalyst is CN(C)C1C=CN=CC=1.ClCCl. The product is [S:15]1[CH:19]=[CH:18][C:17]2[C:20]([N:24]3[CH2:29][CH2:28][N:27]([CH2:30][CH2:31][CH2:32][O:33][CH:34]4[CH2:39][CH2:38][CH:37]([C:40]([NH2:5])=[O:41])[CH2:36][CH2:35]4)[CH2:26][CH2:25]3)=[CH:21][CH:22]=[CH:23][C:16]1=2. The yield is 0.220. (3) The reactants are [N+:1]([C:4]1[NH:8][N:7]=[C:6]([C:9]([OH:11])=O)[CH:5]=1)([O-:3])=[O:2].C(N1C=CN=C1)([N:14]1C=CN=C1)=O.N. The catalyst is CN(C=O)C.CO. The product is [N+:1]([C:4]1[CH:5]=[C:6]([C:9]([NH2:14])=[O:11])[NH:7][N:8]=1)([O-:3])=[O:2]. The yield is 0.480. (4) The reactants are [F:1][C:2]1[CH:3]=[C:4]([CH2:8][C:9]([C:11]2[CH:16]=[CH:15][CH:14]=[CH:13][CH:12]=2)=O)[CH:5]=[CH:6][CH:7]=1.[CH2:17]([O:19][C:20]1[CH:21]=[C:22]([CH:25]=[C:26]([N+:29]([O-:31])=[O:30])[C:27]=1[OH:28])[CH:23]=O)[CH3:18].[NH2:32][C:33]([NH2:35])=[O:34].Cl. The catalyst is C(O)C. The product is [CH2:17]([O:19][C:20]1[CH:21]=[C:22]([CH:23]2[C:8]([C:4]3[CH:5]=[CH:6][CH:7]=[C:2]([F:1])[CH:3]=3)=[C:9]([C:11]3[CH:16]=[CH:15][CH:14]=[CH:13][CH:12]=3)[NH:35][C:33](=[O:34])[NH:32]2)[CH:25]=[C:26]([N+:29]([O-:31])=[O:30])[C:27]=1[OH:28])[CH3:18]. The yield is 0.200. (5) The reactants are [F:1][C:2]1[CH:7]=[C:6]([O:8][CH2:9][C:10]2[CH:15]=[CH:14][C:13]([F:16])=[CH:12][CH:11]=2)[CH:5]=[CH:4][C:3]=1[NH2:17].Cl.[C:19]([C:22]1([C:25]([NH2:27])=[O:26])[CH2:24][CH2:23]1)(O)=[O:20].Cl.CN(C)CCCN=C=NCC.C(N(CC)CC)C. The catalyst is C(Cl)Cl.O. The product is [F:1][C:2]1[CH:7]=[C:6]([O:8][CH2:9][C:10]2[CH:15]=[CH:14][C:13]([F:16])=[CH:12][CH:11]=2)[CH:5]=[CH:4][C:3]=1[NH:17][C:19]([C:22]1([C:25]([NH2:27])=[O:26])[CH2:24][CH2:23]1)=[O:20]. The yield is 0.380. (6) The reactants are [NH2:1][C:2]1[CH:7]=[CH:6][C:5]([C:8]2[CH:13]=[CH:12][C:11]([C:14]([C@@H:16]3[CH2:19][CH2:18][C@H:17]3[C:20]([O:22]C)=[O:21])=[O:15])=[CH:10][CH:9]=2)=[CH:4][CH:3]=1.Cl[C:25]1[S:26][C:27]2[CH:33]=[C:32]([Cl:34])[CH:31]=[CH:30][C:28]=2[N:29]=1.[OH-].[Na+]. The catalyst is C(O)CCC. The product is [Cl:34][C:32]1[CH:31]=[CH:30][C:28]2[N:29]=[C:25]([NH:1][C:2]3[CH:7]=[CH:6][C:5]([C:8]4[CH:13]=[CH:12][C:11]([C:14]([C@@H:16]5[CH2:19][CH2:18][C@H:17]5[C:20]([OH:22])=[O:21])=[O:15])=[CH:10][CH:9]=4)=[CH:4][CH:3]=3)[S:26][C:27]=2[CH:33]=1. The yield is 0.100. (7) The reactants are Cl[C:2]1[C:7]([N+:8]([O-:10])=[O:9])=[CH:6][CH:5]=[C:4]([O:11][CH3:12])[N:3]=1.CO.[NH3:15]. No catalyst specified. The product is [CH3:12][O:11][C:4]1[N:3]=[C:2]([NH2:15])[C:7]([N+:8]([O-:10])=[O:9])=[CH:6][CH:5]=1. The yield is 0.840. (8) The reactants are [CH:1]([C:4]1[C:5]([O:24][CH2:25][CH2:26][CH2:27][CH2:28][CH2:29][CH2:30][CH3:31])=[C:6]([C:13]([CH3:23])=[CH:14][CH:15]=[CH:16][C:17]([CH3:22])=[CH:18][C:19]([O-:21])=[O:20])[CH:7]=[C:8]([CH:10]([CH3:12])[CH3:11])[CH:9]=1)([CH3:3])[CH3:2].[OH-].[Na+].Cl. The catalyst is CO. The product is [CH:1]([C:4]1[C:5]([O:24][CH2:25][CH2:26][CH2:27][CH2:28][CH2:29][CH2:30][CH3:31])=[C:6]([C:13]([CH3:23])=[CH:14][CH:15]=[CH:16][C:17]([CH3:22])=[CH:18][C:19]([OH:21])=[O:20])[CH:7]=[C:8]([CH:10]([CH3:12])[CH3:11])[CH:9]=1)([CH3:3])[CH3:2]. The yield is 0.470. (9) The reactants are C([O:8][CH2:9][CH:10]1[CH2:14][C@@H:13]([C:15]2[N:23]3[C:18]([C:19]([NH:24][C@@H:25]4[C:33]5[C:28](=[CH:29][CH:30]=[CH:31][CH:32]=5)[CH2:27][CH2:26]4)=[N:20][CH:21]=[N:22]3)=[CH:17][CH:16]=2)[CH2:12][C@@H:11]1[O:34][C:35](=[O:42])[C:36]1[CH:41]=[CH:40][CH:39]=[CH:38][CH:37]=1)C1C=CC=CC=1.B(Cl)(Cl)Cl.OC[C@H]1C[C@@H](C2N3C(C(N[C@@H]4C5C(=CC=CC=5)CC4)=NC=N3)=CC=2)C[C@@H]1OC(=O)C1C=CC=CC=1. The yield is 0.290. The product is [OH:8][CH2:9][C@@H:10]1[CH2:14][C@@H:13]([C:15]2[N:23]3[C:18]([C:19]([NH:24][C@@H:25]4[C:33]5[C:28](=[CH:29][CH:30]=[CH:31][CH:32]=5)[CH2:27][CH2:26]4)=[N:20][CH:21]=[N:22]3)=[CH:17][CH:16]=2)[CH2:12][C@@H:11]1[O:34][C:35](=[O:42])[C:36]1[CH:37]=[CH:38][CH:39]=[CH:40][CH:41]=1. The catalyst is C(Cl)Cl. (10) The reactants are [F:1][C:2]([F:25])([F:24])[C:3]1[CH:4]=[C:5]([NH:13][C:14](=[O:23])[C:15]2[CH:20]=[C:19]([I:21])[CH:18]=[CH:17][C:16]=2[OH:22])[CH:6]=[C:7]([C:9]([F:12])([F:11])[F:10])[CH:8]=1.[CH3:26][O:27][CH2:28]Cl.C(=O)([O-])[O-].[K+].[K+].Cl. The catalyst is CC(C)=O. The product is [F:25][C:2]([F:1])([F:24])[C:3]1[CH:4]=[C:5]([NH:13][C:14](=[O:23])[C:15]2[CH:20]=[C:19]([I:21])[CH:18]=[CH:17][C:16]=2[O:22][CH2:26][O:27][CH3:28])[CH:6]=[C:7]([C:9]([F:10])([F:11])[F:12])[CH:8]=1. The yield is 0.763.